Dataset: Forward reaction prediction with 1.9M reactions from USPTO patents (1976-2016). Task: Predict the product of the given reaction. (1) Given the reactants [CH2:1]([C:3]1[N:4]=[C:5]2[C:10]([C:11]3[C:16]([CH3:17])=[CH:15][C:14]([CH3:18])=[CH:13][C:12]=3[O:19][CH3:20])=[N:9][CH:8]=[CH:7][N:6]2[C:21]=1[C:22](=[O:26])[CH2:23][CH2:24][CH3:25])[CH3:2].[CH2:27]([Mg]Br)[CH2:28][CH3:29].[Cl-].[NH4+], predict the reaction product. The product is: [CH2:1]([C:3]1[N:4]=[C:5]2[C:10]([C:11]3[C:16]([CH3:17])=[CH:15][C:14]([CH3:18])=[CH:13][C:12]=3[O:19][CH3:20])=[N:9][CH:8]=[CH:7][N:6]2[C:21]=1[C:22]([OH:26])([CH2:27][CH2:28][CH3:29])[CH2:23][CH2:24][CH3:25])[CH3:2]. (2) Given the reactants [F:1][C:2]1[CH:41]=[CH:40][CH:39]=[CH:38][C:3]=1[CH2:4][O:5][C:6]1[CH:7]=[C:8]([CH:26]=[C:27]([O:29][CH2:30][C:31]2[CH:36]=[CH:35][CH:34]=[CH:33][C:32]=2[F:37])[CH:28]=1)[C:9]([NH:11][C:12]1[CH:13]=[CH:14][CH:15]=[C:16]2[C:20]=1[NH:19][C:18]([C:21]([O:23]CC)=[O:22])=[CH:17]2)=[O:10].CO.[OH-].[K+].C(O)(=O)CC(CC(O)=O)(C(O)=O)O, predict the reaction product. The product is: [F:37][C:32]1[CH:33]=[CH:34][CH:35]=[CH:36][C:31]=1[CH2:30][O:29][C:27]1[CH:26]=[C:8]([CH:7]=[C:6]([O:5][CH2:4][C:3]2[CH:38]=[CH:39][CH:40]=[CH:41][C:2]=2[F:1])[CH:28]=1)[C:9]([NH:11][C:12]1[CH:13]=[CH:14][CH:15]=[C:16]2[C:20]=1[NH:19][C:18]([C:21]([OH:23])=[O:22])=[CH:17]2)=[O:10]. (3) The product is: [Br:12][CH2:13][CH2:14][CH2:15][CH2:16][O:9][C:4]1[CH:5]=[CH:6][CH:7]=[CH:8][C:3]=1[CH2:1][CH3:2]. Given the reactants [CH2:1]([C:3]1[CH:8]=[CH:7][CH:6]=[CH:5][C:4]=1[OH:9])[CH3:2].[OH-].[Na+].[Br:12][CH2:13][CH2:14][CH2:15][CH2:16]Br, predict the reaction product. (4) Given the reactants [CH2:1]([O:3][C:4]([C:6]1[C:11]([C:12]#[N:13])=[CH:10][CH:9]=[C:8]([O:14][C:15]2[CH:20]=[CH:19][C:18](Br)=[C:17]([CH:22]=[O:23])[CH:16]=2)[N:7]=1)=[O:5])[CH3:2].[B:24]1([B:24]2[O:28][C:27]([CH3:30])([CH3:29])[C:26]([CH3:32])([CH3:31])[O:25]2)[O:28][C:27]([CH3:30])([CH3:29])[C:26]([CH3:32])([CH3:31])[O:25]1.C([O-])(=O)C.[K+], predict the reaction product. The product is: [CH2:1]([O:3][C:4]([C:6]1[C:11]([C:12]#[N:13])=[CH:10][CH:9]=[C:8]([O:14][C:15]2[CH:20]=[CH:19][C:18]([B:24]3[O:28][C:27]([CH3:30])([CH3:29])[C:26]([CH3:32])([CH3:31])[O:25]3)=[C:17]([CH:22]=[O:23])[CH:16]=2)[N:7]=1)=[O:5])[CH3:2].